This data is from Catalyst prediction with 721,799 reactions and 888 catalyst types from USPTO. The task is: Predict which catalyst facilitates the given reaction. (1) Reactant: [NH2:1][C:2]1[CH:7]=[CH:6][C:5]([C:8]2[C:9]([CH2:37][N:38]([CH3:40])[CH3:39])=[C:10]3[N:15]([CH:16]=2)[N:14]([CH2:17][C:18]2[C:23]([F:24])=[CH:22][CH:21]=[CH:20][C:19]=2[F:25])[C:13](=[O:26])[N:12]([C:27]2[CH:32]=[CH:31][CH:30]=[C:29]([O:33][CH3:34])[C:28]=2[F:35])[C:11]3=[O:36])=[CH:4][CH:3]=1.[CH2:41]([N:43]=[C:44]=[O:45])[CH3:42]. Product: [F:24][C:23]1[CH:22]=[CH:21][CH:20]=[C:19]([F:25])[C:18]=1[CH2:17][N:14]1[C:13](=[O:26])[N:12]([C:27]2[CH:32]=[CH:31][CH:30]=[C:29]([O:33][CH3:34])[C:28]=2[F:35])[C:11](=[O:36])[C:10]2=[C:9]([CH2:37][N:38]([CH3:39])[CH3:40])[C:8]([C:5]3[CH:6]=[CH:7][C:2]([NH:1][C:44]([NH:43][CH2:41][CH3:42])=[O:45])=[CH:3][CH:4]=3)=[CH:16][N:15]12. The catalyst class is: 7. (2) Reactant: [Cl:1][C:2]1[CH:7]=[CH:6][C:5]([NH:8][C:9](=[O:15])[O:10][C:11]([CH3:14])([CH3:13])[CH3:12])=[C:4]([C:16]2[CH:24]=[C:23]3[N:19]([CH:20]([C:25]4[NH:26][CH:27]=[C:28]([C:30]5[CH:35]=[CH:34][C:33]([CH2:36][OH:37])=[CH:32][CH:31]=5)[N:29]=4)[CH2:21][CH2:22]3)[C:18](=[O:38])[CH:17]=2)[CH:3]=1.CC(OI1(OC(C)=O)(OC(C)=O)OC(=O)C2C=CC=CC1=2)=O.C(=O)([O-])O.[Na+].S([O-])([O-])=O.[Na+].[Na+]. Product: [Cl:1][C:2]1[CH:7]=[CH:6][C:5]([NH:8][C:9](=[O:15])[O:10][C:11]([CH3:13])([CH3:14])[CH3:12])=[C:4]([C:16]2[CH:24]=[C:23]3[N:19]([CH:20]([C:25]4[NH:26][CH:27]=[C:28]([C:30]5[CH:35]=[CH:34][C:33]([CH:36]=[O:37])=[CH:32][CH:31]=5)[N:29]=4)[CH2:21][CH2:22]3)[C:18](=[O:38])[CH:17]=2)[CH:3]=1. The catalyst class is: 4. (3) Reactant: [F:1][C:2]1[CH:3]=[CH:4][C:5]([C:8]#[C:9][C@@H:10]2[CH2:15][CH2:14][C@@H:13]([CH3:16])[NH:12][CH2:11]2)=[N:6][CH:7]=1.C(Cl)CCl.C1C=NC2N(O)N=NC=2C=1.[CH3:31][C:32]1[CH:33]=[CH:34][C:35]([N:41]2[N:45]=[CH:44][CH:43]=[N:42]2)=[C:36]([CH:40]=1)[C:37](O)=[O:38].C(N(CC)CC)C. Product: [F:1][C:2]1[CH:3]=[CH:4][C:5]([C:8]#[C:9][C@H:10]2[CH2:11][N:12]([C:37]([C:36]3[CH:40]=[C:32]([CH3:31])[CH:33]=[CH:34][C:35]=3[N:41]3[N:45]=[CH:44][CH:43]=[N:42]3)=[O:38])[C@H:13]([CH3:16])[CH2:14][CH2:15]2)=[N:6][CH:7]=1. The catalyst class is: 3. (4) Reactant: CS(C)=O.C(Cl)(=O)C(Cl)=O.[CH2:11]([N:15]1[C:24]2[CH2:23][CH2:22][CH2:21][CH2:20][C:19]=2[CH:18]=[C:17]([CH2:25][OH:26])[C:16]1=[O:27])[CH2:12][CH2:13][CH3:14].C(N(CC)CC)C.Cl. Product: [CH2:11]([N:15]1[C:24]2[CH2:23][CH2:22][CH2:21][CH2:20][C:19]=2[CH:18]=[C:17]([CH:25]=[O:26])[C:16]1=[O:27])[CH2:12][CH2:13][CH3:14]. The catalyst class is: 2. (5) Reactant: [F:1][C:2]1[CH:8]=[CH:7][C:5]([NH2:6])=[C:4]([CH3:9])[CH:3]=1.[Br:10]Br. Product: [BrH:10].[Br:10][C:7]1[CH:8]=[C:2]([F:1])[CH:3]=[C:4]([CH3:9])[C:5]=1[NH2:6]. The catalyst class is: 2. (6) Reactant: [C:1]([O:5][C@@H:6]([C:12]1[C:13]([CH3:34])=[N:14][C:15]([CH3:33])=[C:16]([C:26]2[CH:31]=[CH:30][C:29](O)=[CH:28][CH:27]=2)[C:17]=1[N:18]1[CH2:23][CH2:22][C:21]([CH3:25])([CH3:24])[CH2:20][CH2:19]1)[C:7]([O:9]CC)=[O:8])([CH3:4])([CH3:3])[CH3:2].[F:35][C:36]1[CH:41]=[C:40]([F:42])[CH:39]=[CH:38][C:37]=1[CH2:43][CH2:44][OH:45].C1C=CC(P(C2C=CC=CC=2)C2C=CC=CC=2)=CC=1.CCOC(/N=N/C(OCC)=O)=O.[OH-].[Na+]. Product: [C:1]([O:5][C@@H:6]([C:12]1[C:13]([CH3:34])=[N:14][C:15]([CH3:33])=[C:16]([C:26]2[CH:27]=[CH:28][C:29]([O:45][CH2:44][CH2:43][C:37]3[CH:38]=[CH:39][C:40]([F:42])=[CH:41][C:36]=3[F:35])=[CH:30][CH:31]=2)[C:17]=1[N:18]1[CH2:19][CH2:20][C:21]([CH3:25])([CH3:24])[CH2:22][CH2:23]1)[C:7]([OH:9])=[O:8])([CH3:4])([CH3:2])[CH3:3]. The catalyst class is: 36. (7) Reactant: [OH:1][CH2:2][C@H:3]([NH:8][C:9]([CH:11]1[CH2:16][S:15][CH2:14][CH2:13][N:12]1[C:17]([O:19]C(C)(C)C)=O)=[O:10])C(OC)=O.C(O)(C(F)(F)F)=O. Product: [OH:1][CH2:2][C@H:3]1[C:17](=[O:19])[N:12]2[CH:11]([CH2:16][S:15][CH2:14][CH2:13]2)[C:9](=[O:10])[NH:8]1. The catalyst class is: 4. (8) Reactant: Br[C:2]1[CH:3]=[C:4]2[C:10]([C:11]3[CH:15]=[CH:14][N:13]([CH2:16][C:17]4[CH:22]=[C:21]([F:23])[CH:20]=[C:19]([F:24])[CH:18]=4)[N:12]=3)=[CH:9][N:8]([S:25]([C:28]3[CH:34]=[CH:33][C:31]([CH3:32])=[CH:30][CH:29]=3)(=[O:27])=[O:26])[C:5]2=[N:6][CH:7]=1.[CH3:35][S:36]([NH:39][C:40]1[CH:45]=[C:44](B2OC(C)(C)C(C)(C)O2)[CH:43]=[CH:42][C:41]=1[C:55]1[CH2:60][CH2:59][N:58]([C:61]([O:63][C:64]([CH3:67])([CH3:66])[CH3:65])=[O:62])[CH2:57][CH:56]=1)(=[O:38])=[O:37].C(=O)([O-])[O-].[Na+].[Na+]. Product: [F:24][C:19]1[CH:18]=[C:17]([CH:22]=[C:21]([F:23])[CH:20]=1)[CH2:16][N:13]1[CH:14]=[CH:15][C:11]([C:10]2[C:4]3[C:5](=[N:6][CH:7]=[C:2]([C:44]4[CH:43]=[CH:42][C:41]([C:55]5[CH2:60][CH2:59][N:58]([C:61]([O:63][C:64]([CH3:67])([CH3:66])[CH3:65])=[O:62])[CH2:57][CH:56]=5)=[C:40]([NH:39][S:36]([CH3:35])(=[O:37])=[O:38])[CH:45]=4)[CH:3]=3)[N:8]([S:25]([C:28]3[CH:29]=[CH:30][C:31]([CH3:32])=[CH:33][CH:34]=3)(=[O:26])=[O:27])[CH:9]=2)=[N:12]1. The catalyst class is: 600. (9) Reactant: [C:1]1([C:7]2[CH:8]=[C:9]3[CH:15]=[CH:14][NH:13][C:10]3=[N:11][CH:12]=2)[CH:6]=[CH:5][CH:4]=[CH:3][CH:2]=1.[Cl-].[Al+3].[Cl-].[Cl-].[C:20](Cl)(=[O:24])[CH:21]=[CH:22][CH3:23]. The catalyst class is: 2. Product: [C:1]1([C:7]2[CH:8]=[C:9]3[C:15]([C:20](=[O:24])[CH:21]=[CH:22][CH3:23])=[CH:14][NH:13][C:10]3=[N:11][CH:12]=2)[CH:2]=[CH:3][CH:4]=[CH:5][CH:6]=1. (10) Reactant: [Br:1][C:2]1[CH:3]=[C:4]([C:7](=O)[CH:8]=[CH:9][N:10](C)C)[S:5][CH:6]=1.O.[NH2:15]N. Product: [Br:1][C:2]1[CH:3]=[C:4]([C:7]2[CH:8]=[CH:9][NH:10][N:15]=2)[S:5][CH:6]=1. The catalyst class is: 8.